From a dataset of Forward reaction prediction with 1.9M reactions from USPTO patents (1976-2016). Predict the product of the given reaction. (1) The product is: [CH:18]1[C:12]2[N:11]3[C:7]([C@@H:6]4[C@H:2]([CH3:1])[CH2:3][N:4]([C:29]([NH:31][CH2:32][C:33]([F:34])([F:35])[F:36])=[O:30])[CH2:5]4)=[CH:8][N:9]=[C:10]3[CH:15]=[N:14][C:13]=2[NH:16][CH:17]=1. Given the reactants [CH3:1][C@H:2]1[C@@H:6]([C:7]2[N:11]3[C:12]4[CH:18]=[CH:17][N:16](S(C5C=CC(C)=CC=5)(=O)=O)[C:13]=4[N:14]=[CH:15][C:10]3=[N:9][CH:8]=2)[CH2:5][N:4]([C:29]([NH:31][CH2:32][C:33]([F:36])([F:35])[F:34])=[O:30])[CH2:3]1.[OH-].[Na+], predict the reaction product. (2) Given the reactants [C:1]([O:5][C@@H:6]([C:12]1[C:13]([CH3:36])=[N:14][C:15]2[N:16]([N:19]=[C:20]([C:22](=[O:35])[NH:23][CH2:24][C:25](=[O:34])[CH2:26][C:27]3[CH:32]=[CH:31][C:30]([F:33])=[CH:29][CH:28]=3)[CH:21]=2)[C:17]=1I)[C:7]([O:9][CH2:10][CH3:11])=[O:8])([CH3:4])([CH3:3])[CH3:2].[CH3:37][O:38][C:39]1([CH3:45])[CH2:44][CH2:43][NH:42][CH2:41][CH2:40]1.Cl.CCN(C(C)C)C(C)C, predict the reaction product. The product is: [C:1]([O:5][C@@H:6]([C:12]1[C:13]([CH3:36])=[N:14][C:15]2[N:16]([N:19]=[C:20]([C:22](=[O:35])[NH:23][CH2:24][C:25](=[O:34])[CH2:26][C:27]3[CH:32]=[CH:31][C:30]([F:33])=[CH:29][CH:28]=3)[CH:21]=2)[C:17]=1[N:42]1[CH2:43][CH2:44][C:39]([O:38][CH3:37])([CH3:45])[CH2:40][CH2:41]1)[C:7]([O:9][CH2:10][CH3:11])=[O:8])([CH3:4])([CH3:3])[CH3:2].